Dataset: Experimentally validated miRNA-target interactions with 360,000+ pairs, plus equal number of negative samples. Task: Binary Classification. Given a miRNA mature sequence and a target amino acid sequence, predict their likelihood of interaction. (1) The miRNA is hsa-miR-4644 with sequence UGGAGAGAGAAAAGAGACAGAAG. The protein sequence of the target gene is MAATCEISNIFSNYFSAMYSSEDSTLASVPPAATFGADDLVLTLSNPQMSLEGTEKASWLGEQPQFWSKTQVLDWISYQVEKNKYDASAIDFSRCDMDGATLCNCALEELRLVFGPLGDQLHAQLRDLTSSSSDELSWIIELLEKDGMAFQEALDPGPFDQGSPFAQELLDDGQQASPYHPGSCGAGAPSPGSSDVSTAGTGASRSSHSSDSGGSDVDLDPTDGKLFPSDGFRDCKKGDPKHGKRKRGRPRKLSKEYWDCLEGKKSKHAPRGTHLWEFIRDILIHPELNEGLMKWENRHE.... Result: 0 (no interaction). (2) The miRNA is hsa-miR-193b-3p with sequence AACUGGCCCUCAAAGUCCCGCU. The protein sequence of the target gene is MKRRTDPECTAPIKKQKKRVAELALSLSSTSDDEPPSSVSHGAKASTTSLSGSDSETEGKQHSSDSFDDAFKADSLVEGTSSRYSMYNSVSQKLMAKMGFREGEGLGKYSQGRKDIVEASSQKGRRGLGLTLRGFDQELNVDWRDEPEPSACEQVSWFPECTTEIPDTQEMSDWMVVGKRKMIIEDETEFCGEELLHSVLQCKSVFDVLDGEEMRRARTRANPYEMIRGVFFLNRAAMKMANMDFVFDRMFTNPRDSYGKPLVKDREAELLYFADVCAGPGGFSEYVLWRKKWHAKGFGM.... Result: 1 (interaction). (3) The miRNA is mmu-miR-3057-5p with sequence AUUGGAGCUGAGAUUCUGCGGGAU. The protein sequence of the target gene is MDVKERRPYCSLTKSRREKERRYTNSSADNEECRVPTQKSYSSSETLKAFDHDSSRLLYGNRVKDLVHREADEFTRQGQNFTLRQLGVCEPATRRGLAFCAEMGLPHRGYSISAGSDADTENEAVMSPEHAMRLWGRGVKSGRSSCLSSRSNSALTLTDTEHENKSDSENEQPASNQGQSTLQPLPPSHKQHSAQHHPSITSLNRNSLTNRRNQSPAPPAALPAELQTTPESVQLQDSWVLGSNVPLESRHFLFKTGTGTTPLFSTATPGYTMASGSVYSPPTRPLPRNTLSRSAFKFKK.... Result: 0 (no interaction). (4) The miRNA is hsa-miR-6071 with sequence UUCUGCUGCCGGCCAAGGC. The protein sequence of the target gene is MASSNTVLMRLVASAYSIAQKAGMIVRRVIAEGDLGIVEKTCATDLQTKADRLAQMSICSSLARKFPKLTIIGEEDLPSEEVDQELIEDSQWEEILKQPCPSQYSAIKEEDLVVWVDPLDGTKEYTEGLLDNVTVLIGIAYEGKAIAGVINQPYYNYEAGPDAVLGRTIWGVLGLGAFGFQLKEVPAGKHIITTTRSHSNKLVTDCVAAMNPDAVLRVGGAGNKIIQLIEGKASAYVFASPGCKKWDTCAPEVILHAVGGKLTDIHGNVLQYHKDVKHMNSAGVLATLRNYDYYASRVPE.... Result: 1 (interaction). (5) The miRNA is mmu-miR-151-3p with sequence CUAGACUGAGGCUCCUUGAGG. The protein sequence of the target gene is MADRAEMFSLSTFHSLSPPGCRPPQDISLEEFDDEDLSEITDDCGLGLSYDSDHCEKDSLSLGRSEQPHPICSFQDDFQEFEMIDDNEEEDDEDEEEEEEEEEGDGEGQEGGDPGSEAPAPGPLIPSPSVEEPHKHRPTTLRLTTLGAQDSLNNNGGFDLVRPASWQETALCSPAPEALRELPGPLPATDTGPGGAQSPVRPGCDCEGNRPAEPPAPGGTSPSSDPGIEADLRSRSSGGRGGRRSSQELSSPGSDSEDAGGARLGRMISSISETELELSSDGGSSSSGRSSHLTNSIEEA.... Result: 0 (no interaction). (6) The miRNA is hsa-miR-5189-3p with sequence UGCCAACCGUCAGAGCCCAGA. The protein sequence of the target gene is MMHFKSGLELTELQNMTVPEDDNVSNDSNDFTEVENGQINSKFISDRESRRSLTNSHLEKRKCDEYIPGTTSLGMSVFNLSNAIMGSGILGLAFALANTGILLFLILLTSVTLLSIYSINLLLICSKETGCMVYEKLGEQVFGTTGKLVIFGATSLQNTGAMLSYLFIVKNELPSAIKSLMGEEDAFSAWYVDGRVLVVMVTFGIILPLCLLKNLGYLGYTSGFSLSCMMFFLIVVIYKKFQTPCMSVEQNSTVSANVTDACTPKYVTFNSKTVYALPTIAFAFVCHPSVLPIYSELKDR.... Result: 0 (no interaction).